From a dataset of NCI-60 drug combinations with 297,098 pairs across 59 cell lines. Regression. Given two drug SMILES strings and cell line genomic features, predict the synergy score measuring deviation from expected non-interaction effect. Drug 1: C1=NC2=C(N=C(N=C2N1C3C(C(C(O3)CO)O)F)Cl)N. Drug 2: COCCOC1=C(C=C2C(=C1)C(=NC=N2)NC3=CC=CC(=C3)C#C)OCCOC.Cl. Cell line: CCRF-CEM. Synergy scores: CSS=36.4, Synergy_ZIP=1.19, Synergy_Bliss=0.898, Synergy_Loewe=-33.9, Synergy_HSA=-1.36.